This data is from Full USPTO retrosynthesis dataset with 1.9M reactions from patents (1976-2016). The task is: Predict the reactants needed to synthesize the given product. Given the product [F:35][C:22]1[CH:21]=[CH:20][CH:19]=[CH:18][C:17]=1[C:16]1[C:10]2[N:9]=[CH:8][N:7]([C:1]3[CH:6]=[CH:5][CH:4]=[C:3]([CH:48]=[CH2:49])[CH:2]=3)[C:12](=[O:13])[C:11]=2[S:14][CH:15]=1, predict the reactants needed to synthesize it. The reactants are: [C:1]1([N:7]2[C:12](=[O:13])[C:11]3[S:14][CH:15]=[C:16]([C:17]4[CH:22]=[CH:21][CH:20]=[CH:19][CH:18]=4)[C:10]=3[N:9]=[CH:8]2)[CH:6]=[CH:5][CH:4]=[CH:3][CH:2]=1.NC1C(C2C=CC=CC=2[F:35])=CSC=1C(OC)=O.C(O[CH2:48][CH3:49])(OCC)OCC.C(C1C=C(C=CC=1)N)=C.